Dataset: Forward reaction prediction with 1.9M reactions from USPTO patents (1976-2016). Task: Predict the product of the given reaction. (1) Given the reactants Cl[C:2]1[CH:10]=[C:9]2[C:5](/[C:6](=[CH:12]/[C:13]3[CH:18]=[C:17]([Cl:19])[CH:16]=[CH:15][C:14]=3[I:20])/[C:7](=[O:11])[NH:8]2)=[CH:4][CH:3]=1.[C:21]([O:25][C:26](O[C:26]([O:25][C:21]([CH3:24])([CH3:23])[CH3:22])=[O:27])=[O:27])([CH3:24])([CH3:23])[CH3:22], predict the reaction product. The product is: [C:21]([O:25][C:26]([N:8]1[C:9]2[C:5](=[CH:4][CH:3]=[CH:2][CH:10]=2)[C:6](=[CH:12][C:13]2[CH:18]=[C:17]([Cl:19])[CH:16]=[CH:15][C:14]=2[I:20])[C:7]1=[O:11])=[O:27])([CH3:24])([CH3:23])[CH3:22]. (2) Given the reactants [CH3:1][S:2]([NH:5][C:6]1[CH:15]=[CH:14][C:9]([O:10][CH2:11][CH2:12]Br)=[CH:8][CH:7]=1)(=[O:4])=[O:3].[CH3:16][NH:17][CH2:18][CH2:19][C:20]1[CH:25]=[CH:24][C:23]([N+:26]([O-:28])=[O:27])=[CH:22][CH:21]=1.C([O-])([O-])=O.[K+].[K+].O, predict the reaction product. The product is: [CH3:16][N:17]([CH2:12][CH2:11][O:10][C:9]1[CH:14]=[CH:15][C:6]([NH:5][S:2]([CH3:1])(=[O:4])=[O:3])=[CH:7][CH:8]=1)[CH2:18][CH2:19][C:20]1[CH:25]=[CH:24][C:23]([N+:26]([O-:28])=[O:27])=[CH:22][CH:21]=1. (3) The product is: [Cl:1][C:2]1[N:3]([CH2:21][C@:22]2([CH3:25])[CH2:24][O:23]2)[CH:4]=[C:5]([N+:7]([O-:9])=[O:8])[N:6]=1. Given the reactants [Cl:1][C:2]1[NH:3][CH:4]=[C:5]([N+:7]([O-:9])=[O:8])[N:6]=1.CC1C=CC(S(O[CH2:21][C@@:22]2([CH3:25])[CH2:24][O:23]2)(=O)=O)=CC=1.C(OCC)(=O)C.C1CCN2C(=NCCC2)CC1, predict the reaction product. (4) Given the reactants Cl[C:2]1[C:11]2[C:6](=[CH:7][C:8]([S:12]([N:15]([CH2:22][C:23]3[CH:28]=[CH:27][C:26]([O:29][CH3:30])=[CH:25][CH:24]=3)[C:16]3[CH:21]=[CH:20][N:19]=[CH:18][N:17]=3)(=[O:14])=[O:13])=[CH:9][CH:10]=2)[CH:5]=[CH:4][N:3]=1.[Cl:31][C:32]1[CH:33]=[CH:34][C:35]([O:41][CH3:42])=[C:36](B(O)O)[CH:37]=1.C(=O)([O-])[O-].[K+].[K+], predict the reaction product. The product is: [Cl:31][C:32]1[CH:37]=[CH:36][C:35]([O:41][CH3:42])=[C:34]([C:2]2[C:11]3[C:6](=[CH:7][C:8]([S:12]([N:15]([CH2:22][C:23]4[CH:28]=[CH:27][C:26]([O:29][CH3:30])=[CH:25][CH:24]=4)[C:16]4[CH:21]=[CH:20][N:19]=[CH:18][N:17]=4)(=[O:13])=[O:14])=[CH:9][CH:10]=3)[CH:5]=[CH:4][N:3]=2)[CH:33]=1. (5) Given the reactants [O:1]1[CH2:6][CH2:5][N:4]([CH2:7][CH2:8][CH2:9][C:10]2[C:18]3[C:13](=[CH:14][CH:15]=[C:16]([NH2:19])[CH:17]=3)[NH:12][CH:11]=2)[CH2:3][CH2:2]1.I.[S:21]1[CH:25]=[CH:24][CH:23]=[C:22]1[C:26](SC)=[NH:27].N.[Cl:31]CCl, predict the reaction product. The product is: [ClH:31].[O:1]1[CH2:6][CH2:5][N:4]([CH2:7][CH2:8][CH2:9][C:10]2[C:18]3[C:13](=[CH:14][CH:15]=[C:16]([NH:19][C:26]([C:22]4[S:21][CH:25]=[CH:24][CH:23]=4)=[NH:27])[CH:17]=3)[NH:12][CH:11]=2)[CH2:3][CH2:2]1.